This data is from Forward reaction prediction with 1.9M reactions from USPTO patents (1976-2016). The task is: Predict the product of the given reaction. (1) Given the reactants [Cl:1][C:2]1[CH:18]=[CH:17][C:5]2[CH2:6][CH2:7][N:8]([C:11](=[O:16])[C:12]([F:15])([F:14])[F:13])[CH2:9][CH2:10][C:4]=2[C:3]=1OS(C(F)(F)F)(=O)=O.[NH2:27][CH:28]([C:30]1[S:31][C:32]([CH3:35])=[CH:33][CH:34]=1)[CH3:29].C1C=CC(P(C2C(C3C(P(C4C=CC=CC=4)C4C=CC=CC=4)=CC=C4C=3C=CC=C4)=C3C(C=CC=C3)=CC=2)C2C=CC=CC=2)=CC=1.C(=O)([O-])[O-].[Cs+].[Cs+], predict the reaction product. The product is: [Cl:1][C:2]1[CH:18]=[CH:17][C:5]2[CH2:6][CH2:7][N:8]([C:11](=[O:16])[C:12]([F:15])([F:13])[F:14])[CH2:9][CH2:10][C:4]=2[C:3]=1[NH:27][CH:28]([C:30]1[S:31][C:32]([CH3:35])=[CH:33][CH:34]=1)[CH3:29]. (2) Given the reactants [CH:1]1([C:4]([C:6]2[CH:7]=[N:8][C:9]3[C:14]([C:15]=2[NH:16][C@@H:17]2[CH2:22][CH2:21][C@H:20]([NH:23]C(=O)OC(C)(C)C)[CH2:19][CH2:18]2)=[CH:13][C:12]([C:31]2[CH:36]=[CH:35][C:34]([OH:37])=[C:33]([O:38][CH3:39])[CH:32]=2)=[CH:11][CH:10]=3)=[O:5])[CH2:3][CH2:2]1.C(O)(C(F)(F)F)=O, predict the reaction product. The product is: [NH2:23][C@@H:20]1[CH2:21][CH2:22][C@H:17]([NH:16][C:15]2[C:14]3[C:9](=[CH:10][CH:11]=[C:12]([C:31]4[CH:36]=[CH:35][C:34]([OH:37])=[C:33]([O:38][CH3:39])[CH:32]=4)[CH:13]=3)[N:8]=[CH:7][C:6]=2[C:4]([CH:1]2[CH2:2][CH2:3]2)=[O:5])[CH2:18][CH2:19]1. (3) Given the reactants [CH3:1][C:2]1[CH:7]=[CH:6][C:5]([OH:8])=[C:4]([C:9]([CH3:11])=[O:10])[CH:3]=1.[CH2:12]([O:19][C:20]1[CH:27]=[CH:26][C:23]([CH:24]=O)=[CH:22][C:21]=1[N+:28]([O-:30])=[O:29])[C:13]1[CH:18]=[CH:17][CH:16]=[CH:15][CH:14]=1, predict the reaction product. The product is: [CH2:12]([O:19][C:20]1[CH:27]=[CH:26][C:23](/[CH:24]=[CH:11]/[C:9]([C:4]2[CH:3]=[C:2]([CH3:1])[CH:7]=[CH:6][C:5]=2[OH:8])=[O:10])=[CH:22][C:21]=1[N+:28]([O-:30])=[O:29])[C:13]1[CH:14]=[CH:15][CH:16]=[CH:17][CH:18]=1. (4) Given the reactants Cl[C:2]1[CH:7]=[CH:6][C:5]([C:8]2C(C=O)=CC=CC=2)=[CH:4][CH:3]=1.[CH3:16][NH:17][CH3:18].N1(C(OC(C)(C)C)=[O:26])CCNCC1, predict the reaction product. The product is: [CH3:16][N:17]([CH2:8][C:5]1[CH:6]=[CH:7][C:2]([OH:26])=[CH:3][CH:4]=1)[CH3:18]. (5) Given the reactants [CH2:1]([C@@H:8]1[C@@H:16]([CH2:17][O:18][CH2:19][C:20]([CH3:22])=[CH2:21])[C@H:15]([CH3:23])[O:14][C:13](=[O:24])[C@@H:12]([NH:25][C:26](=[O:32])[O:27][C:28]([CH3:31])([CH3:30])[CH3:29])[CH2:11][O:10][CH2:9]1)[C:2]1[CH:7]=[CH:6][CH:5]=[CH:4][CH:3]=1, predict the reaction product. The product is: [CH2:1]([C@@H:8]1[C@@H:16]([CH2:17][O:18][CH2:19][CH:20]([CH3:22])[CH3:21])[C@H:15]([CH3:23])[O:14][C:13](=[O:24])[C@@H:12]([NH:25][C:26](=[O:32])[O:27][C:28]([CH3:30])([CH3:29])[CH3:31])[CH2:11][O:10][CH2:9]1)[C:2]1[CH:7]=[CH:6][CH:5]=[CH:4][CH:3]=1. (6) Given the reactants Cl.CN(C)CCCN=C=NCC.ON1C2C=CC=CC=2N=N1.C(N(CC)C(C)C)(C)C.[CH3:32][C:33]([CH3:39])([CH3:38])[CH2:34][C:35](O)=[O:36].[NH:40]1[C:44]2=[N:45][CH:46]=[CH:47][C:48]([C:49]#[C:50][C:51]3[CH:58]=[CH:57][CH:56]=[CH:55][C:52]=3[CH2:53][NH2:54])=[C:43]2[CH:42]=[CH:41]1, predict the reaction product. The product is: [CH3:32][C:33]([CH3:39])([CH3:38])[CH2:34][C:35]([NH:54][CH2:53][C:52]1[CH:55]=[CH:56][CH:57]=[CH:58][C:51]=1[C:50]#[C:49][C:48]1[CH:47]=[CH:46][N:45]=[C:44]2[NH:40][CH:41]=[CH:42][C:43]=12)=[O:36].